Dataset: Forward reaction prediction with 1.9M reactions from USPTO patents (1976-2016). Task: Predict the product of the given reaction. Given the reactants [Cl:1][C:2]1[CH:3]=[CH:4][C:5]([C:8]([OH:10])=O)=[N:6][CH:7]=1.[NH2:11][C:12]1[S:13][C@@:14]2([CH2:29][OH:30])[C@@H:16]([C@:17]([C:21]3[CH:26]=[C:25]([NH2:27])[CH:24]=[CH:23][C:22]=3[F:28])([CH2:19][F:20])[N:18]=1)[CH2:15]2.CCCP(O)(O)=O, predict the reaction product. The product is: [NH2:11][C:12]1[S:13][C@@:14]2([CH2:29][OH:30])[C@@H:16]([C@:17]([C:21]3[CH:26]=[C:25]([NH:27][C:8](=[O:10])[C:5]4[CH:4]=[CH:3][C:2]([Cl:1])=[CH:7][N:6]=4)[CH:24]=[CH:23][C:22]=3[F:28])([CH2:19][F:20])[N:18]=1)[CH2:15]2.